Dataset: HIV replication inhibition screening data with 41,000+ compounds from the AIDS Antiviral Screen. Task: Binary Classification. Given a drug SMILES string, predict its activity (active/inactive) in a high-throughput screening assay against a specified biological target. (1) The molecule is COc1cc(CC2c3cc(OC)c(OC)cc3CCN2C)c(Oc2cc3c(cc2OC)-c2c(OC)c(OC)c(OC)c4c2C(C3)N(C)CC4)cc1OC. The result is 0 (inactive). (2) The compound is C=CCC(NC(=O)OC(C)(C)C)C(=O)NC(CCC(=O)OCc1ccc([N+](=O)[O-])cc1)C(N)=O. The result is 0 (inactive). (3) The molecule is CCN(CC)C(=O)CCn1cc(F)c(=O)[nH]c1=O. The result is 0 (inactive). (4) The result is 0 (inactive). The drug is Nc1cccc2cc(Cl)cnc12. (5) The result is 0 (inactive). The molecule is COC(=O)CCC(=O)CC(=O)C1=Nc2cc(Cl)c(S(N)(=O)=O)nc2S(=O)(O)=N1. (6) The compound is O=C1c2ccccc2C(=O)c2c1ccc1conc21. The result is 0 (inactive). (7) The molecule is O=C1c2c(O)cccc2C(C(=O)CCCC(=O)C2c3cccc(O)c3C(=O)c3c(O)cccc32)c2cccc(O)c21. The result is 0 (inactive).